From a dataset of Full USPTO retrosynthesis dataset with 1.9M reactions from patents (1976-2016). Predict the reactants needed to synthesize the given product. Given the product [C:1]([N:4]1[CH2:5][CH2:6][CH:7]([C:10]([CH3:15])([CH3:14])[C:11]([NH:34][C:31]2[CH:30]=[CH:29][C:28]([C:23]3[CH:24]=[C:25]([F:27])[CH:26]=[C:21]([F:20])[CH:22]=3)=[CH:33][N:32]=2)=[O:13])[CH2:8][CH2:9]1)(=[O:3])[CH3:2], predict the reactants needed to synthesize it. The reactants are: [C:1]([N:4]1[CH2:9][CH2:8][CH:7]([C:10]([CH3:15])([CH3:14])[C:11]([OH:13])=O)[CH2:6][CH2:5]1)(=[O:3])[CH3:2].S(Cl)(Cl)=O.[F:20][C:21]1[CH:22]=[C:23]([C:28]2[CH:29]=[CH:30][C:31]([NH2:34])=[N:32][CH:33]=2)[CH:24]=[C:25]([F:27])[CH:26]=1.